From a dataset of Full USPTO retrosynthesis dataset with 1.9M reactions from patents (1976-2016). Predict the reactants needed to synthesize the given product. (1) Given the product [OH:4][C:5]1[CH:6]=[CH:7][C:8]2[O:13][CH:12]=[C:11]([CH2:14][C:15]([O:17][CH2:18][CH3:19])=[O:16])[O:10][C:9]=2[CH:20]=1, predict the reactants needed to synthesize it. The reactants are: C([O:4][C:5]1[CH:6]=[CH:7][C:8]2[O:13][CH:12]=[C:11]([CH2:14][C:15]([O:17][CH2:18][CH3:19])=[O:16])[O:10][C:9]=2[CH:20]=1)(=O)C.C([O-])C.[Na+]. (2) Given the product [OH:5][CH:3]([C:6]1[CH:7]=[C:8]([C:23]([O:25][CH3:26])=[O:24])[CH:9]=[C:10]2[C:15]=1[O:14][C:13]([N:16]1[CH2:21][CH2:20][O:19][CH2:18][CH2:17]1)=[CH:12][C:11]2=[O:22])[CH3:4], predict the reactants needed to synthesize it. The reactants are: [BH4-].[Na+].[C:3]([C:6]1[CH:7]=[C:8]([C:23]([O:25][CH3:26])=[O:24])[CH:9]=[C:10]2[C:15]=1[O:14][C:13]([N:16]1[CH2:21][CH2:20][O:19][CH2:18][CH2:17]1)=[CH:12][C:11]2=[O:22])(=[O:5])[CH3:4]. (3) Given the product [F:41][C:42]([F:61])([F:60])[S:43]([O:34][C:26]1=[CH:27][C:28]2[C:29]([CH:23]([O:22][Si:21]([CH:18]([CH3:20])[CH3:19])([CH:35]([CH3:37])[CH3:36])[CH:38]([CH3:40])[CH3:39])[CH2:24][CH2:25]1)=[N:30][CH:31]=[CH:32][CH:33]=2)(=[O:45])=[O:44], predict the reactants needed to synthesize it. The reactants are: [Li+].CC([N-]C(C)C)C.CN1C(=O)N(C)CCC1.[CH:18]([Si:21]([CH:38]([CH3:40])[CH3:39])([CH:35]([CH3:37])[CH3:36])[O:22][CH:23]1[C:29]2=[N:30][CH:31]=[CH:32][CH:33]=[C:28]2[CH2:27][C:26](=[O:34])[CH2:25][CH2:24]1)([CH3:20])[CH3:19].[F:41][C:42]([F:61])([F:60])[S:43](N(C1C=CC=CC=1)[S:43]([C:42]([F:61])([F:60])[F:41])(=[O:45])=[O:44])(=[O:45])=[O:44]. (4) Given the product [CH2:1]([N:4]1[C:13]2[C:8](=[CH:9][C:10]([C:14]([OH:16])=[O:15])=[CH:11][CH:12]=2)[CH2:7][CH2:6][CH2:5]1)[CH:2]=[CH2:3], predict the reactants needed to synthesize it. The reactants are: [CH2:1]([N:4]1[C:13]2[C:8](=[CH:9][C:10]([C:14]([O:16]CC=C)=[O:15])=[CH:11][CH:12]=2)[CH2:7][CH2:6][CH2:5]1)[CH:2]=[CH2:3].O.[OH-].[Li+]. (5) The reactants are: Cl[C:2]1[CH:7]=[CH:6][NH:5][C:4](=[O:8])[C:3]=1[N+:9]([O-:11])=[O:10].[C:12]([O:16][C:17](=[O:24])[NH:18][C@@H:19]([CH2:22][SH:23])[CH2:20][OH:21])([CH3:15])([CH3:14])[CH3:13]. Given the product [C:12]([O:16][C:17](=[O:24])[NH:18][C@@H:19]([CH2:22][S:23][C:2]1[CH:7]=[CH:6][NH:5][C:4](=[O:8])[C:3]=1[N+:9]([O-:11])=[O:10])[CH2:20][OH:21])([CH3:15])([CH3:13])[CH3:14], predict the reactants needed to synthesize it.